Dataset: Full USPTO retrosynthesis dataset with 1.9M reactions from patents (1976-2016). Task: Predict the reactants needed to synthesize the given product. (1) The reactants are: [C:1]([C:3]1[CH:8]=[CH:7][N:6]=[C:5]([NH:9][C:10](=[O:12])[CH3:11])[CH:4]=1)#[N:2]. Given the product [NH2:2][CH2:1][C:3]1[CH:8]=[CH:7][N:6]=[C:5]([NH:9][C:10](=[O:12])[CH3:11])[CH:4]=1, predict the reactants needed to synthesize it. (2) The reactants are: [Cl:1][C:2]1[CH:3]=[C:4]([OH:9])[CH:5]=[CH:6][C:7]=1[Cl:8].Cl[C:11]1[C:16]([CH3:17])=[CH:15][C:14]([N+:18]([O-:20])=[O:19])=[C:13]([CH3:21])[CH:12]=1.C(=O)([O-])[O-].[K+].[K+]. Given the product [Cl:1][C:2]1[CH:3]=[C:4]([CH:5]=[CH:6][C:7]=1[Cl:8])[O:9][C:11]1[C:16]([CH3:17])=[CH:15][C:14]([N+:18]([O-:20])=[O:19])=[C:13]([CH3:21])[CH:12]=1, predict the reactants needed to synthesize it. (3) Given the product [Br:1][C:2]1[CH:3]=[CH:4][C:5]2[N:6]([N:10]=[CH:9][N:8]=2)[CH:7]=1, predict the reactants needed to synthesize it. The reactants are: [Br:1][C:2]1[CH:3]=[CH:4][C:5]([N:8]=[CH:9][N:10](C)C)=[N:6][CH:7]=1.N1C=CC=CC=1.NOS(O)(=O)=O. (4) Given the product [OH:4][CH2:5][CH2:6][C:7]1[N:29]([CH2:30][CH2:31][CH2:32][CH2:33][CH2:34][CH2:35][C:36]([OH:38])=[O:37])[C:10]2=[N:11][C:12]([C:22]3[CH:27]=[CH:26][C:25]([CH3:28])=[CH:24][CH:23]=3)=[C:13]([C:15]3[CH:16]=[CH:17][C:18]([CH3:21])=[CH:19][CH:20]=3)[N:14]=[C:9]2[CH:8]=1, predict the reactants needed to synthesize it. The reactants are: C([O:4][CH2:5][CH2:6][C:7]1[N:29]([CH2:30][CH2:31][CH2:32][CH2:33][CH2:34][CH2:35][C:36]([O:38]CC)=[O:37])[C:10]2=[N:11][C:12]([C:22]3[CH:27]=[CH:26][C:25]([CH3:28])=[CH:24][CH:23]=3)=[C:13]([C:15]3[CH:20]=[CH:19][C:18]([CH3:21])=[CH:17][CH:16]=3)[N:14]=[C:9]2[CH:8]=1)(=O)C.[OH-].[Na+].Cl.CCCC(C)C.